Dataset: Catalyst prediction with 721,799 reactions and 888 catalyst types from USPTO. Task: Predict which catalyst facilitates the given reaction. (1) Reactant: [CH2:1]([CH:3]1[CH2:11][C:10]2[C:5](=[CH:6][C:7]([F:12])=[CH:8][CH:9]=2)[NH:4]1)[CH3:2].[Cl:13][C:14]1[N:19]=[CH:18][N:17]=[C:16]([C:20](Cl)=[O:21])[CH:15]=1.[OH-].[Na+]. Product: [Cl:13][C:14]1[N:19]=[CH:18][N:17]=[C:16]([C:20]([N:4]2[C:5]3[C:10](=[CH:9][CH:8]=[C:7]([F:12])[CH:6]=3)[CH2:11][CH:3]2[CH2:1][CH3:2])=[O:21])[CH:15]=1. The catalyst class is: 4. (2) Reactant: [N+](=[CH:3][C:4](=[O:20])[C@H:5]([NH:9][C:10](=[O:19])[O:11][CH2:12][C:13]1[CH:18]=[CH:17][CH:16]=[CH:15][CH:14]=1)[CH:6]([CH3:8])[CH3:7])=[N-].[BrH:21].C(O)(=O)C. Product: [Br:21][CH2:3][C:4](=[O:20])[C@H:5]([NH:9][C:10](=[O:19])[O:11][CH2:12][C:13]1[CH:18]=[CH:17][CH:16]=[CH:15][CH:14]=1)[CH:6]([CH3:8])[CH3:7]. The catalyst class is: 316. (3) Reactant: F[C:2]1[CH:29]=[C:28]([F:30])[CH:27]=[CH:26][C:3]=1[CH2:4][N:5]1[C:9]2=[CH:10][N:11]=[C:12]([C:14]([O:16][CH3:17])=[O:15])[CH:13]=[C:8]2[C:7]([CH2:18]SC2C=CC=CC=2)=[CH:6]1.[NH:31]1[CH2:36][CH2:35][NH:34][CH2:33][C:32]1=[O:37].CCN(C(C)C)C(C)C.C(=O)(O)[O-].[Na+]. Product: [F:30][C:28]1[CH:29]=[CH:2][C:3]([CH2:4][N:5]2[C:9]3=[CH:10][N:11]=[C:12]([C:14]([O:16][CH3:17])=[O:15])[CH:13]=[C:8]3[C:7]([CH2:18][N:34]3[CH2:35][CH2:36][NH:31][C:32](=[O:37])[CH2:33]3)=[CH:6]2)=[CH:26][CH:27]=1. The catalyst class is: 3. (4) Reactant: Cl.[CH3:2][O:3][C:4]1[CH:5]=[C:6]2[C:11](=[CH:12][CH:13]=1)[C:10]([C:14]1[CH:27]=[CH:26][C:17]([O:18][CH2:19][CH2:20][N:21]3[CH2:25][CH2:24][CH2:23][CH2:22]3)=[CH:16][CH:15]=1)=[C:9]([C:28]1[CH:33]=[CH:32][CH:31]=[CH:30][CH:29]=1)[CH2:8][CH2:7]2. Product: [CH3:2][O:3][C:4]1[CH:5]=[C:6]2[C:11](=[CH:12][CH:13]=1)[C@@H:10]([C:14]1[CH:27]=[CH:26][C:17]([O:18][CH2:19][CH2:20][N:21]3[CH2:25][CH2:24][CH2:23][CH2:22]3)=[CH:16][CH:15]=1)[C@@H:9]([C:28]1[CH:33]=[CH:32][CH:31]=[CH:30][CH:29]=1)[CH2:8][CH2:7]2. The catalyst class is: 261.